This data is from NCI-60 drug combinations with 297,098 pairs across 59 cell lines. The task is: Regression. Given two drug SMILES strings and cell line genomic features, predict the synergy score measuring deviation from expected non-interaction effect. Drug 1: CN1CCC(CC1)COC2=C(C=C3C(=C2)N=CN=C3NC4=C(C=C(C=C4)Br)F)OC. Drug 2: C(CCl)NC(=O)N(CCCl)N=O. Cell line: NCI/ADR-RES. Synergy scores: CSS=3.32, Synergy_ZIP=-0.915, Synergy_Bliss=2.39, Synergy_Loewe=-4.53, Synergy_HSA=0.0331.